From a dataset of Reaction yield outcomes from USPTO patents with 853,638 reactions. Predict the reaction yield, written as a fraction of the theoretical maximum amount of product (1.0 means a 100% yield; for example, 0.34 means a 34% yield). (1) The reactants are [CH3:1][C:2]1[N:3]([CH:18]2[CH2:23][CH2:22][O:21][CH2:20][CH2:19]2)[C:4]2[C:9]([N:10]=1)=[C:8]([C:11]1[CH:16]=[CH:15][N:14]=[CH:13][CH:12]=1)[N:7]=[C:6]([NH2:17])[N:5]=2.C(=O)([O-])[O-].[Cs+].[Cs+].C1C=CC(P(C2C(C3C(P(C4C=CC=CC=4)C4C=CC=CC=4)=CC=C4C=3C=CC=C4)=C3C(C=CC=C3)=CC=2)C2C=CC=CC=2)=CC=1.Br[C:77]1[CH:82]=[C:81]([Cl:83])[CH:80]=[CH:79][C:78]=1[N+:84]([O-:86])=[O:85]. The catalyst is C1(C)C=CC=CC=1.CC([O-])=O.CC([O-])=O.[Pd+2]. The product is [Cl:83][C:81]1[CH:80]=[CH:79][C:78]([N+:84]([O-:86])=[O:85])=[C:77]([NH:17][C:6]2[N:5]=[C:4]3[C:9]([N:10]=[C:2]([CH3:1])[N:3]3[CH:18]3[CH2:23][CH2:22][O:21][CH2:20][CH2:19]3)=[C:8]([C:11]3[CH:16]=[CH:15][N:14]=[CH:13][CH:12]=3)[N:7]=2)[CH:82]=1. The yield is 0.210. (2) The reactants are [Br:1][C:2]1[S:3][C:4]([C:12](=[O:30])[C:13]2[CH:18]=[CH:17][C:16]([C:19]#[C:20][C:21]3[CH:26]=[CH:25][CH:24]=[CH:23][CH:22]=3)=[C:15]([N+:27]([O-])=O)[CH:14]=2)=[CH:5][C:6]=1[CH2:7][C:8]([O:10][CH3:11])=[O:9].C([O-])(O)=O.[Na+]. The catalyst is CCOC(C)=O. The product is [Br:1][C:2]1[S:3][C:4]([C:12](=[O:30])[C:13]2[CH:18]=[CH:17][C:16]([C:19]#[C:20][C:21]3[CH:22]=[CH:23][CH:24]=[CH:25][CH:26]=3)=[C:15]([NH2:27])[CH:14]=2)=[CH:5][C:6]=1[CH2:7][C:8]([O:10][CH3:11])=[O:9]. The yield is 0.900. (3) The reactants are [NH2:1][C:2]1[CH:7]=[CH:6][C:5]([C:8]2[CH:13]=[CH:12][C:11]([CH:14]([N:22]([CH3:39])[C:23](=[O:38])[CH2:24][N:25]3[C:30]4[CH:31]=[C:32]([Cl:36])[C:33]([Cl:35])=[CH:34][C:29]=4[O:28][CH2:27][C:26]3=[O:37])[CH2:15][N:16]3[CH2:21][CH2:20][O:19][CH2:18][CH2:17]3)=[CH:10][CH:9]=2)=[CH:4][CH:3]=1.[N:40]([CH2:43][CH3:44])=[C:41]=[O:42].C(N(CC)CC)C. The catalyst is ClCCl. The product is [Cl:36][C:32]1[C:33]([Cl:35])=[CH:34][C:29]2[O:28][CH2:27][C:26](=[O:37])[N:25]([CH2:24][C:23]([N:22]([CH:14]([C:11]3[CH:12]=[CH:13][C:8]([C:5]4[CH:4]=[CH:3][C:2]([NH:1][C:41]([NH:40][CH2:43][CH3:44])=[O:42])=[CH:7][CH:6]=4)=[CH:9][CH:10]=3)[CH2:15][N:16]3[CH2:17][CH2:18][O:19][CH2:20][CH2:21]3)[CH3:39])=[O:38])[C:30]=2[CH:31]=1. The yield is 0.700. (4) The reactants are [OH:1][C:2]1[CH:3]=[C:4]2[C:9](=[CH:10][C:11]=1[CH3:12])[O:8][C:7]1([CH2:21][C:20]([CH3:23])([CH3:22])[C:19]3[C:14](=[CH:15][C:16]([CH3:25])=[C:17]([OH:24])[CH:18]=3)[O:13]1)[CH2:6][C:5]2([CH3:27])[CH3:26].C([O-])([O-])=O.[K+].[K+].[CH2:34]([O:36]C(=O)CBr)[CH3:35].[H-].[Al+3].[Li+].[H-].[H-].[H-]. The catalyst is CN(C=O)C.C1COCC1.O. The product is [OH:1][C:2]1[CH:3]=[C:4]2[C:9](=[CH:10][C:11]=1[CH3:12])[O:8][C:7]1([CH2:21][C:20]([CH3:22])([CH3:23])[C:19]3[C:14](=[CH:15][C:16]([CH3:25])=[C:17]([O:24][CH2:35][CH2:34][OH:36])[CH:18]=3)[O:13]1)[CH2:6][C:5]2([CH3:27])[CH3:26]. The yield is 0.260. (5) The reactants are [Cl:1][C:2]1[C:3]([O:12][C:13]2[CH:18]=[C:17]([O:19][CH2:20][CH2:21][O:22][CH2:23][CH2:24][O:25][CH3:26])[CH:16]=[CH:15][C:14]=2/[CH:27]=[CH:28]/[C:29]([O:31]CC)=[O:30])=[N:4][CH:5]=[C:6]([C:8]([F:11])([F:10])[F:9])[CH:7]=1.[OH-].[Na+].Cl. The catalyst is O1CCCC1.C(O)C. The product is [Cl:1][C:2]1[C:3]([O:12][C:13]2[CH:18]=[C:17]([O:19][CH2:20][CH2:21][O:22][CH2:23][CH2:24][O:25][CH3:26])[CH:16]=[CH:15][C:14]=2/[CH:27]=[CH:28]/[C:29]([OH:31])=[O:30])=[N:4][CH:5]=[C:6]([C:8]([F:9])([F:11])[F:10])[CH:7]=1. The yield is 0.640.